The task is: Predict which catalyst facilitates the given reaction.. This data is from Catalyst prediction with 721,799 reactions and 888 catalyst types from USPTO. (1) Reactant: [BH4-].[Na+].[C:3]([N:10]1[CH2:16][C@H:15]([O:17][Si:18]([C:21]([CH3:24])([CH3:23])[CH3:22])([CH3:20])[CH3:19])[CH2:14][C@H:11]1[CH:12]=[O:13])([O:5][C:6]([CH3:9])([CH3:8])[CH3:7])=[O:4]. Product: [C:3]([N:10]1[CH2:16][C@H:15]([O:17][Si:18]([C:21]([CH3:24])([CH3:23])[CH3:22])([CH3:19])[CH3:20])[CH2:14][C@H:11]1[CH2:12][OH:13])([O:5][C:6]([CH3:7])([CH3:8])[CH3:9])=[O:4]. The catalyst class is: 5. (2) Reactant: [F:1][C:2]1[CH:7]=[C:6]([F:8])[CH:5]=[CH:4][C:3]=1[C:9]1[CH:10]=[C:11]([CH:19]=[C:20]([CH:22]([OH:27])[C:23]([F:26])([F:25])[F:24])[N:21]=1)[C:12]([O:14]C(C)(C)C)=[O:13].FC(F)(F)C(O)=O. The catalyst class is: 4. Product: [F:1][C:2]1[CH:7]=[C:6]([F:8])[CH:5]=[CH:4][C:3]=1[C:9]1[CH:10]=[C:11]([CH:19]=[C:20]([CH:22]([OH:27])[C:23]([F:26])([F:24])[F:25])[N:21]=1)[C:12]([OH:14])=[O:13]. (3) Reactant: Br[C:2]1[C:7]([O:8][CH3:9])=[CH:6][C:5]2[O:10][CH2:11][C:12]3[C:16]([C:17]([N:19]([C:21]([CH3:24])([CH3:23])[CH3:22])[CH3:20])=[O:18])=[N:15][N:14]([C:25]4[CH:29]=[CH:28][S:27][CH:26]=4)[C:13]=3[C:4]=2[CH:3]=1.CC1(C)C(C)(C)OB([C:38]2[CH:39]=[N:40][NH:41][CH:42]=2)O1.[F-].[Cs+]. Product: [C:21]([N:19]([CH3:20])[C:17]([C:16]1[C:12]2[CH2:11][O:10][C:5]3[CH:6]=[C:7]([O:8][CH3:9])[C:2]([C:38]4[CH:39]=[N:40][NH:41][CH:42]=4)=[CH:3][C:4]=3[C:13]=2[N:14]([C:25]2[CH:29]=[CH:28][S:27][CH:26]=2)[N:15]=1)=[O:18])([CH3:24])([CH3:23])[CH3:22]. The catalyst class is: 12. (4) Reactant: Cl.Cl.[NH2:3][CH2:4][C:5]1[O:9][C:8]([CH3:10])=[N:7][C:6]=1[CH3:11].C(N(CC)CC)C.[N-]1C=CN=C1.[Cl:24][C:25]1[CH:41]=[C:40]([F:42])[C:39]([F:43])=[CH:38][C:26]=1[C:27]([NH:29][C:30]1[NH:34][N:33]=[C:32]([C:35](O)=[O:36])[CH:31]=1)=[O:28].O. Product: [CH3:10][C:8]1[O:9][C:5]([CH2:4][NH:3][C:35]([C:32]2[CH:31]=[C:30]([NH:29][C:27](=[O:28])[C:26]3[CH:38]=[C:39]([F:43])[C:40]([F:42])=[CH:41][C:25]=3[Cl:24])[NH:34][N:33]=2)=[O:36])=[C:6]([CH3:11])[N:7]=1. The catalyst class is: 9. (5) Reactant: [CH2:1]([O:3][C:4](=[O:22])[CH2:5][CH:6]1[CH2:9][C:8]2([CH2:12][N:11]([C:13]3[N:18]=[CH:17][C:16]([NH+:19]([O-])O)=[CH:15][CH:14]=3)[CH2:10]2)[CH2:7]1)[CH3:2]. Product: [NH2:19][C:16]1[CH:15]=[CH:14][C:13]([N:11]2[CH2:12][C:8]3([CH2:7][CH:6]([CH2:5][C:4]([O:3][CH2:1][CH3:2])=[O:22])[CH2:9]3)[CH2:10]2)=[N:18][CH:17]=1. The catalyst class is: 29. (6) Reactant: [CH3:1][C@H:2]1[CH2:7][C@@H:6]([CH3:8])[CH2:5][N:4]([C:9]2[CH:14]=[CH:13][C:12]([C:15]3[CH:20]=[CH:19][CH:18]=[CH:17][C:16]=3[C:21]3[N:22]=[N:23][N:24](C(C4C=CC=CC=4)(C4C=CC=CC=4)C4C=CC=CC=4)[N:25]=3)=[CH:11][C:10]=2[NH2:45])[CH2:3]1.[C:46]1([CH3:56])[CH:51]=[CH:50][C:49]([CH2:52][C:53](O)=[O:54])=[CH:48][CH:47]=1.F[P-](F)(F)(F)(F)F.N1(O[P+](N(C)C)(N(C)C)N(C)C)C2C=CC=CC=2N=N1.Cl.O1CCOCC1. Product: [CH3:1][C@H:2]1[CH2:7][C@@H:6]([CH3:8])[CH2:5][N:4]([C:9]2[CH:14]=[CH:13][C:12]([C:15]3[CH:20]=[CH:19][CH:18]=[CH:17][C:16]=3[C:21]3[NH:25][N:24]=[N:23][N:22]=3)=[CH:11][C:10]=2[NH:45][C:53](=[O:54])[CH2:52][C:49]2[CH:50]=[CH:51][C:46]([CH3:56])=[CH:47][CH:48]=2)[CH2:3]1. The catalyst class is: 3.